From a dataset of NCI-60 drug combinations with 297,098 pairs across 59 cell lines. Regression. Given two drug SMILES strings and cell line genomic features, predict the synergy score measuring deviation from expected non-interaction effect. Drug 1: C1=CN(C(=O)N=C1N)C2C(C(C(O2)CO)O)O.Cl. Drug 2: C1=CC=C(C=C1)NC(=O)CCCCCCC(=O)NO. Cell line: UACC-257. Synergy scores: CSS=21.9, Synergy_ZIP=-8.54, Synergy_Bliss=-0.480, Synergy_Loewe=-8.43, Synergy_HSA=-0.741.